This data is from NCI-60 drug combinations with 297,098 pairs across 59 cell lines. The task is: Regression. Given two drug SMILES strings and cell line genomic features, predict the synergy score measuring deviation from expected non-interaction effect. (1) Drug 1: CS(=O)(=O)C1=CC(=C(C=C1)C(=O)NC2=CC(=C(C=C2)Cl)C3=CC=CC=N3)Cl. Drug 2: C1=NNC2=C1C(=O)NC=N2. Cell line: HS 578T. Synergy scores: CSS=0.754, Synergy_ZIP=3.59, Synergy_Bliss=7.31, Synergy_Loewe=-0.368, Synergy_HSA=0.260. (2) Drug 1: CC1C(C(CC(O1)OC2CC(CC3=C2C(=C4C(=C3O)C(=O)C5=C(C4=O)C(=CC=C5)OC)O)(C(=O)CO)O)N)O.Cl. Drug 2: N.N.Cl[Pt+2]Cl. Cell line: COLO 205. Synergy scores: CSS=57.6, Synergy_ZIP=-7.67, Synergy_Bliss=-5.14, Synergy_Loewe=-0.402, Synergy_HSA=0.0808. (3) Drug 1: CCCCC(=O)OCC(=O)C1(CC(C2=C(C1)C(=C3C(=C2O)C(=O)C4=C(C3=O)C=CC=C4OC)O)OC5CC(C(C(O5)C)O)NC(=O)C(F)(F)F)O. Drug 2: CC1=C(C(=O)C2=C(C1=O)N3CC4C(C3(C2COC(=O)N)OC)N4)N. Cell line: TK-10. Synergy scores: CSS=23.6, Synergy_ZIP=-8.15, Synergy_Bliss=-8.42, Synergy_Loewe=-11.5, Synergy_HSA=-7.03. (4) Drug 1: C#CCC(CC1=CN=C2C(=N1)C(=NC(=N2)N)N)C3=CC=C(C=C3)C(=O)NC(CCC(=O)O)C(=O)O. Drug 2: CC1C(C(CC(O1)OC2CC(CC3=C2C(=C4C(=C3O)C(=O)C5=CC=CC=C5C4=O)O)(C(=O)C)O)N)O. Cell line: NCI-H460. Synergy scores: CSS=45.7, Synergy_ZIP=-5.50, Synergy_Bliss=-7.61, Synergy_Loewe=-4.85, Synergy_HSA=-0.467. (5) Drug 1: C(=O)(N)NO. Drug 2: C1CNP(=O)(OC1)N(CCCl)CCCl. Cell line: NCI-H226. Synergy scores: CSS=4.63, Synergy_ZIP=-3.67, Synergy_Bliss=-3.02, Synergy_Loewe=-6.33, Synergy_HSA=-1.81. (6) Drug 1: CC1CCC2CC(C(=CC=CC=CC(CC(C(=O)C(C(C(=CC(C(=O)CC(OC(=O)C3CCCCN3C(=O)C(=O)C1(O2)O)C(C)CC4CCC(C(C4)OC)O)C)C)O)OC)C)C)C)OC. Drug 2: C1CC(=O)NC(=O)C1N2C(=O)C3=CC=CC=C3C2=O. Cell line: SK-OV-3. Synergy scores: CSS=9.20, Synergy_ZIP=-2.09, Synergy_Bliss=-0.974, Synergy_Loewe=-14.7, Synergy_HSA=-0.616. (7) Drug 1: CCC1(CC2CC(C3=C(CCN(C2)C1)C4=CC=CC=C4N3)(C5=C(C=C6C(=C5)C78CCN9C7C(C=CC9)(C(C(C8N6C)(C(=O)OC)O)OC(=O)C)CC)OC)C(=O)OC)O.OS(=O)(=O)O. Drug 2: CN(C(=O)NC(C=O)C(C(C(CO)O)O)O)N=O. Cell line: NCI-H522. Synergy scores: CSS=0.155, Synergy_ZIP=-4.42, Synergy_Bliss=-8.57, Synergy_Loewe=-99.8, Synergy_HSA=-9.76. (8) Drug 1: C1=CC(=CC=C1CCCC(=O)O)N(CCCl)CCCl. Drug 2: CS(=O)(=O)OCCCCOS(=O)(=O)C. Cell line: DU-145. Synergy scores: CSS=34.1, Synergy_ZIP=0.479, Synergy_Bliss=-2.64, Synergy_Loewe=-14.6, Synergy_HSA=-2.81.